Dataset: Forward reaction prediction with 1.9M reactions from USPTO patents (1976-2016). Task: Predict the product of the given reaction. Given the reactants [CH:1]1([CH2:7][NH:8][C:9]2[CH:16]=[CH:15][C:12]([C:13]#[N:14])=[CH:11][C:10]=2[N+:17]([O-])=O)[CH2:6][CH2:5][CH2:4][CH2:3][CH2:2]1, predict the reaction product. The product is: [NH2:17][C:10]1[CH:11]=[C:12]([CH:15]=[CH:16][C:9]=1[NH:8][CH2:7][CH:1]1[CH2:6][CH2:5][CH2:4][CH2:3][CH2:2]1)[C:13]#[N:14].